This data is from Peptide-MHC class I binding affinity with 185,985 pairs from IEDB/IMGT. The task is: Regression. Given a peptide amino acid sequence and an MHC pseudo amino acid sequence, predict their binding affinity value. This is MHC class I binding data. The peptide sequence is IHDHGEQLF. The MHC is HLA-A03:01 with pseudo-sequence HLA-A03:01. The binding affinity (normalized) is 0.0847.